Dataset: Catalyst prediction with 721,799 reactions and 888 catalyst types from USPTO. Task: Predict which catalyst facilitates the given reaction. (1) Product: [Br:1][C:2]1[C:3]([F:12])=[CH:4][C:5]2[S:9][C:8]([NH:10][C:16]([NH:15][CH2:13][CH3:14])=[O:17])=[N:7][C:6]=2[CH:11]=1. Reactant: [Br:1][C:2]1[C:3]([F:12])=[CH:4][C:5]2[S:9][C:8]([NH2:10])=[N:7][C:6]=2[CH:11]=1.[CH2:13]([N:15]=[C:16]=[O:17])[CH3:14].O. The catalyst class is: 12. (2) The catalyst class is: 33. Reactant: C([O:3][C:4](=[O:18])[CH:5]([P:7]([O:15]CC)([C:9]1[CH:14]=[CH:13][CH:12]=[CH:11][CH:10]=1)=[O:8])[OH:6])C. Product: [OH:6][CH:5]([P:7]([OH:15])([C:9]1[CH:10]=[CH:11][CH:12]=[CH:13][CH:14]=1)=[O:8])[C:4]([OH:18])=[O:3]. (3) The catalyst class is: 7. Product: [Br:1][C:2]1[CH:3]=[CH:4][C:5](/[CH:8]=[CH:9]/[C:10]([NH:42][C:43]2[CH:44]=[C:45]3[C:49](=[CH:50][CH:51]=2)[N:48]([CH2:52][C:53]([C:61]2[CH:66]=[CH:65][C:64]([F:67])=[CH:63][C:62]=2[F:68])([OH:60])[CH2:54][N:55]2[CH:59]=[N:58][CH:57]=[N:56]2)[N:47]=[CH:46]3)=[O:12])=[CH:6][CH:7]=1. Reactant: [Br:1][C:2]1[CH:7]=[CH:6][C:5](/[CH:8]=[CH:9]/[C:10]([OH:12])=O)=[CH:4][CH:3]=1.ON1C2C=CC=CC=2N=N1.Cl.CN(C)CCCN=C=NCC.C(N(CC)CC)C.[NH2:42][C:43]1[CH:44]=[C:45]2[C:49](=[CH:50][CH:51]=1)[N:48]([CH2:52][C:53]([C:61]1[CH:66]=[CH:65][C:64]([F:67])=[CH:63][C:62]=1[F:68])([OH:60])[CH2:54][N:55]1[CH:59]=[N:58][CH:57]=[N:56]1)[N:47]=[CH:46]2. (4) Reactant: [Cl:1][C:2]1[CH:11]=[C:10]2[C:5]([C:6]([OH:18])=[C:7](C(OCC)=O)[C:8](=[O:12])[NH:9]2)=[CH:4][C:3]=1[I:19].Cl. Product: [Cl:1][C:2]1[CH:11]=[C:10]2[C:5]([C:6]([OH:18])=[CH:7][C:8](=[O:12])[NH:9]2)=[CH:4][C:3]=1[I:19]. The catalyst class is: 12. (5) Reactant: Br[C:2]1[CH:7]=[CH:6][N:5]=[CH:4][CH:3]=1.[Cl:8][C:9]1[CH:14]=[C:13]([Cl:15])[N:12]=[CH:11][N:10]=1.O.C(O)(=O)C.C(C1C(=O)C(Cl)=C(Cl)C(=O)C=1C#N)#N. Product: [N:5]1[CH:6]=[CH:7][CH:2]=[CH:3][C:4]=1[C:11]1[N:12]=[C:13]([Cl:15])[CH:14]=[C:9]([Cl:8])[N:10]=1. The catalyst class is: 27.